Dataset: Catalyst prediction with 721,799 reactions and 888 catalyst types from USPTO. Task: Predict which catalyst facilitates the given reaction. (1) Reactant: [N:1]1([CH:10]2[CH2:15][CH2:14][CH2:13][C:12](=O)[CH2:11]2)[C:5]2[CH:6]=[CH:7][CH:8]=[CH:9][C:4]=2[N:3]=[CH:2]1.Cl.[NH2:18][OH:19]. Product: [N:1]1([CH:10]2[CH2:15][CH2:14][CH2:13][C:12](=[N:18][OH:19])[CH2:11]2)[C:5]2[CH:6]=[CH:7][CH:8]=[CH:9][C:4]=2[N:3]=[CH:2]1. The catalyst class is: 17. (2) Reactant: [CH:1]1([O:6][C:7]2[CH:8]=[CH:9][C:10]3[N:14]=[C:13]([CH2:15][OH:16])[N:12]([CH3:17])[C:11]=3[CH:18]=2)[CH2:5][CH2:4][CH2:3][CH2:2]1.O[C:20]1[CH:21]=[C:22]([CH:27]=[CH:28][CH:29]=1)[C:23]([O:25][CH3:26])=[O:24].C(P(CCCC)CCCC)CCC.N(C(N1CCCCC1)=O)=NC(N1CCCCC1)=O. Product: [CH:1]1([O:6][C:7]2[CH:8]=[CH:9][C:10]3[N:14]=[C:13]([CH2:15][O:16][C:20]4[CH:21]=[C:22]([CH:27]=[CH:28][CH:29]=4)[C:23]([O:25][CH3:26])=[O:24])[N:12]([CH3:17])[C:11]=3[CH:18]=2)[CH2:2][CH2:3][CH2:4][CH2:5]1. The catalyst class is: 4.